From a dataset of Forward reaction prediction with 1.9M reactions from USPTO patents (1976-2016). Predict the product of the given reaction. (1) Given the reactants [C:1]([O:5][C@@H:6]([C@H:8]1[CH2:12][O:11][C:10](=[O:13])[N:9]1[C:14]1[CH:19]=[CH:18][N:17]=[C:16](F)[N:15]=1)[CH3:7])([CH3:4])([CH3:3])[CH3:2].[C:21]1([C@@H:27]([NH2:29])[CH3:28])[CH:26]=[CH:25][CH:24]=[CH:23][CH:22]=1.CCN(C(C)C)C(C)C.O, predict the reaction product. The product is: [C:1]([O:5][C@@H:6]([C@H:8]1[CH2:12][O:11][C:10](=[O:13])[N:9]1[C:14]1[CH:19]=[CH:18][N:17]=[C:16]([NH:29][C@H:27]([C:21]2[CH:26]=[CH:25][CH:24]=[CH:23][CH:22]=2)[CH3:28])[N:15]=1)[CH3:7])([CH3:4])([CH3:3])[CH3:2]. (2) Given the reactants [Cl:1][C:2]1[CH:9]=[C:8]([N:10]([CH2:16][C:17]2[CH:22]=[C:21]([F:23])[CH:20]=[CH:19][C:18]=2[CH3:24])[C@H:11]2[CH2:15][CH2:14][NH:13][CH2:12]2)[CH:7]=[CH:6][C:3]=1[C:4]#[N:5].[CH2:25]([S:28](Cl)(=[O:30])=[O:29])[CH2:26][CH3:27], predict the reaction product. The product is: [Cl:1][C:2]1[CH:9]=[C:8]([N:10]([CH2:16][C:17]2[CH:22]=[C:21]([F:23])[CH:20]=[CH:19][C:18]=2[CH3:24])[C@H:11]2[CH2:15][CH2:14][N:13]([S:28]([CH2:25][CH2:26][CH3:27])(=[O:30])=[O:29])[CH2:12]2)[CH:7]=[CH:6][C:3]=1[C:4]#[N:5]. (3) Given the reactants C[O:2][C:3](=[O:27])[C@H:4]([NH:19][C:20]([O:22][C:23]([CH3:26])([CH3:25])[CH3:24])=[O:21])[C:5]#[C:6][CH2:7][C:8]1[CH:13]=[CH:12][C:11]([CH2:14][CH2:15][CH2:16][CH2:17][NH2:18])=[CH:10][CH:9]=1.O.[OH-].[Li+].Cl, predict the reaction product. The product is: [NH2:18][CH2:17][CH2:16][CH2:15][CH2:14][C:11]1[CH:12]=[CH:13][C:8]([CH2:7][CH2:6][CH2:5][C@@H:4]([NH:19][C:20]([O:22][C:23]([CH3:26])([CH3:25])[CH3:24])=[O:21])[C:3]([OH:27])=[O:2])=[CH:9][CH:10]=1. (4) Given the reactants [CH3:1][N:2]1[CH:6]=[CH:5][CH:4]=[C:3]1[C:7]([NH:9][CH:10]([C:12]1[N:17]=[N:16][C:15]([NH:18][C:19]2[CH:24]=[C:23]([O:25][CH3:26])[C:22]([O:27][CH3:28])=[C:21]([O:29][CH3:30])[CH:20]=2)=[N:14][CH:13]=1)[CH3:11])=O.N1C=NC=N1.P(Cl)(Cl)(Cl)=O, predict the reaction product. The product is: [CH3:11][C:10]1[N:9]=[C:7]([C:3]2[N:2]([CH3:1])[CH:6]=[CH:5][CH:4]=2)[N:17]2[C:12]=1[CH:13]=[N:14][C:15]([NH:18][C:19]1[CH:24]=[C:23]([O:25][CH3:26])[C:22]([O:27][CH3:28])=[C:21]([O:29][CH3:30])[CH:20]=1)=[N:16]2. (5) Given the reactants Br[C:2]1[N:3]=[C:4]([C:8]2[CH:9]=[C:10]3[C:14](=[CH:15][CH:16]=2)[N:13]([CH3:17])[N:12]=[CH:11]3)[N:5]([CH3:7])[CH:6]=1.[Li+].[Cl-].Br[C:21]1[S:22][C:23]2[C:29]([C:30]3[CH:35]=[CH:34][C:33]([Cl:36])=[CH:32][CH:31]=3)=[C:28]([C@H:37]([O:43][C:44]([CH3:47])([CH3:46])[CH3:45])[C:38]([O:40][CH2:41][CH3:42])=[O:39])[C:27]([CH3:48])=[CH:26][C:24]=2[N:25]=1, predict the reaction product. The product is: [C:44]([O:43][C@@H:37]([C:28]1[C:27]([CH3:48])=[CH:26][C:24]2[N:25]=[C:21]([C:2]3[N:3]=[C:4]([C:8]4[CH:9]=[C:10]5[C:14](=[CH:15][CH:16]=4)[N:13]([CH3:17])[N:12]=[CH:11]5)[N:5]([CH3:7])[CH:6]=3)[S:22][C:23]=2[C:29]=1[C:30]1[CH:31]=[CH:32][C:33]([Cl:36])=[CH:34][CH:35]=1)[C:38]([O:40][CH2:41][CH3:42])=[O:39])([CH3:45])([CH3:46])[CH3:47]. (6) Given the reactants [H-].[Na+].[F:3][C:4]([F:12])([F:11])[CH:5]([OH:10])[C:6]([F:9])([F:8])[F:7].Cl[C:14]1[C:19]([Cl:20])=[CH:18][C:17]([N+:21]([O-:23])=[O:22])=[CH:16][N:15]=1, predict the reaction product. The product is: [Cl:20][C:19]1[C:14]([O:10][CH:5]([C:6]([F:9])([F:8])[F:7])[C:4]([F:12])([F:11])[F:3])=[N:15][CH:16]=[C:17]([N+:21]([O-:23])=[O:22])[CH:18]=1. (7) Given the reactants [Br:1][C:2]1[CH:3]=[C:4]2[C:9](Cl)=[C:8]([C:11]([NH2:13])=[O:12])[CH:7]=[N:6][N:5]2[CH:14]=1.[CH3:15][NH2:16], predict the reaction product. The product is: [Br:1][C:2]1[CH:3]=[C:4]2[C:9]([NH:16][CH3:15])=[C:8]([C:11]([NH2:13])=[O:12])[CH:7]=[N:6][N:5]2[CH:14]=1.